From a dataset of Full USPTO retrosynthesis dataset with 1.9M reactions from patents (1976-2016). Predict the reactants needed to synthesize the given product. (1) Given the product [NH2:35][CH2:34][C@@H:33]([C:30]1[CH:29]=[CH:28][C:27]([C:4]2[C:5]3[C:6]4[CH:25]=[C:24]([CH3:26])[S:23][C:7]=4[C:8](=[O:22])[NH:9][C:10]=3[C:11]([CH3:13])=[CH:12][C:3]=2[OH:2])=[CH:32][CH:31]=1)[CH3:43], predict the reactants needed to synthesize it. The reactants are: C[O:2][C:3]1[CH:12]=[C:11]([CH3:13])[C:10]2[N:9](COCC[Si](C)(C)C)[C:8](=[O:22])[C:7]3[S:23][C:24]([CH3:26])=[CH:25][C:6]=3[C:5]=2[C:4]=1[C:27]1[CH:32]=[CH:31][C:30]([C@@H:33]([CH3:43])[CH2:34][NH:35]C(=O)OC(C)(C)C)=[CH:29][CH:28]=1.B(Br)(Br)Br. (2) The reactants are: [N+:1]([C:4]1[CH:9]=[CH:8][C:7]([N:10]2[CH2:15][CH2:14][N:13]([CH2:16][CH2:17][NH2:18])[CH2:12][CH2:11]2)=[CH:6][CH:5]=1)([O-:3])=[O:2].[C:19]([N:23]1[C:27]([CH2:28][CH:29]([CH3:31])[CH3:30])=[CH:26][C:25]([CH:32]=O)=[N:24]1)([CH3:22])([CH3:21])[CH3:20]. Given the product [C:19]([N:23]1[C:27]([CH2:28][CH:29]([CH3:30])[CH3:31])=[CH:26][C:25]([CH2:32][NH:18][CH2:17][CH2:16][N:13]2[CH2:12][CH2:11][N:10]([C:7]3[CH:6]=[CH:5][C:4]([N+:1]([O-:3])=[O:2])=[CH:9][CH:8]=3)[CH2:15][CH2:14]2)=[N:24]1)([CH3:22])([CH3:21])[CH3:20], predict the reactants needed to synthesize it. (3) Given the product [CH2:14]([O:13][C:11]([NH:10][C@@H:9]([CH2:21][OH:22])[CH2:8][CH2:7][C:6]([O:5][C:1]([CH3:2])([CH3:3])[CH3:4])=[O:24])=[O:12])[C:15]1[CH:16]=[CH:17][CH:18]=[CH:19][CH:20]=1, predict the reactants needed to synthesize it. The reactants are: [C:1]([O:5][C:6](=[O:24])[CH2:7][CH2:8][C@H:9]([C:21](O)=[O:22])[NH:10][C:11]([O:13][CH2:14][C:15]1[CH:20]=[CH:19][CH:18]=[CH:17][CH:16]=1)=[O:12])([CH3:4])([CH3:3])[CH3:2].C(N(CC)CC)C.ClC(OCC)=O.[BH4-].[Na+].